The task is: Predict the product of the given reaction.. This data is from Forward reaction prediction with 1.9M reactions from USPTO patents (1976-2016). (1) Given the reactants C1(S([N:10]2[C:14]3=[N:15][CH:16]=[C:17]([C:19]#[N:20])[CH:18]=[C:13]3[C:12]([C:21](=[O:38])[C:22]3[C:27]([F:28])=[CH:26][CH:25]=[C:24]([NH:29][S:30](=[O:36])(=[O:35])[N:31]([CH2:33][CH3:34])[CH3:32])[C:23]=3[F:37])=[CH:11]2)(=O)=O)C=CC=CC=1.[F-].C([N+](CCCC)(CCCC)CCCC)CCC.[Cl-].N, predict the reaction product. The product is: [C:19]([C:17]1[CH:18]=[C:13]2[C:12]([C:21](=[O:38])[C:22]3[C:27]([F:28])=[CH:26][CH:25]=[C:24]([NH:29][S:30](=[O:35])(=[O:36])[N:31]([CH2:33][CH3:34])[CH3:32])[C:23]=3[F:37])=[CH:11][NH:10][C:14]2=[N:15][CH:16]=1)#[N:20]. (2) Given the reactants [Cl:1][C:2]1[CH:8]=[CH:7][C:5]([NH2:6])=[CH:4][C:3]=1[C:9]1[CH:14]=[CH:13][CH:12]=[CH:11][N:10]=1.[F:15][C:16]1[N:24]=[CH:23][CH:22]=[CH:21][C:17]=1[C:18](O)=[O:19], predict the reaction product. The product is: [Cl:1][C:2]1[CH:8]=[CH:7][C:5]([NH:6][C:18]([C:17]2[C:16]([F:15])=[N:24][CH:23]=[CH:22][CH:21]=2)=[O:19])=[CH:4][C:3]=1[C:9]1[CH:14]=[CH:13][CH:12]=[CH:11][N:10]=1.